From a dataset of Catalyst prediction with 721,799 reactions and 888 catalyst types from USPTO. Predict which catalyst facilitates the given reaction. (1) Reactant: [CH2:1]([O:3][C:4]([C:6]1[CH:7]([C:28]2[CH:36]=[CH:35][C:31]([C:32]([OH:34])=[O:33])=[CH:30][CH:29]=2)[C:8]2[C:23](=[O:24])[N:22]3[CH2:25][CH2:26][CH2:27][N:21]3[C:9]=2[NH:10][C:11]=1[CH2:12][CH2:13][C:14]1[CH:19]=[CH:18][C:17]([F:20])=[CH:16][CH:15]=1)=[O:5])[CH3:2].C(Cl)Cl. Product: [CH2:1]([O:3][C:4]([C:6]1[C:7]([C:28]2[CH:29]=[CH:30][C:31]([C:32]([OH:34])=[O:33])=[CH:35][CH:36]=2)=[C:8]2[C:23](=[O:24])[N:22]3[CH2:25][CH2:26][CH2:27][N:21]3[C:9]2=[N:10][C:11]=1[CH2:12][CH2:13][C:14]1[CH:15]=[CH:16][C:17]([F:20])=[CH:18][CH:19]=1)=[O:5])[CH3:2]. The catalyst class is: 47. (2) Reactant: [CH3:1][C:2]1[CH:7]=[CH:6][C:5]([C:8](=[O:20])[NH:9][C:10]2[CH:15]=[CH:14][CH:13]=[C:12]([C:16]([F:19])([F:18])[F:17])[CH:11]=2)=[CH:4][C:3]=1[NH:21][C:22]([C:24]1[C:28]2[N:29]=[CH:30][N:31]=[C:32](S(C)=O)[C:27]=2[S:26][CH:25]=1)=[O:23].CCN(C(C)C)C(C)C.[CH3:45][O:46][C:47]1[CH:52]=[CH:51][C:50]([NH2:53])=[CH:49][CH:48]=1. Product: [CH3:45][O:46][C:47]1[CH:52]=[CH:51][C:50]([NH:53][C:32]2[C:27]3[S:26][CH:25]=[C:24]([C:22]([NH:21][C:3]4[CH:4]=[C:5]([C:8](=[O:20])[NH:9][C:10]5[CH:15]=[CH:14][CH:13]=[C:12]([C:16]([F:18])([F:19])[F:17])[CH:11]=5)[CH:6]=[CH:7][C:2]=4[CH3:1])=[O:23])[C:28]=3[N:29]=[CH:30][N:31]=2)=[CH:49][CH:48]=1. The catalyst class is: 155. (3) Reactant: I[C:2]1[CH:3]=[C:4]([NH:14][S:15]([CH3:18])(=[O:17])=[O:16])[CH:5]=[C:6]([N:8]2[CH2:13][CH2:12][O:11][CH2:10][CH2:9]2)[CH:7]=1.[B:19]1([B:19]2[O:23][C:22]([CH3:25])([CH3:24])[C:21]([CH3:27])([CH3:26])[O:20]2)[O:23][C:22]([CH3:25])([CH3:24])[C:21]([CH3:27])([CH3:26])[O:20]1.C([O-])(=O)C.[K+].O. Product: [O:11]1[CH2:12][CH2:13][N:8]([C:6]2[CH:5]=[C:4]([NH:14][S:15]([CH3:18])(=[O:17])=[O:16])[CH:3]=[C:2]([B:19]3[O:23][C:22]([CH3:25])([CH3:24])[C:21]([CH3:27])([CH3:26])[O:20]3)[CH:7]=2)[CH2:9][CH2:10]1. The catalyst class is: 155.